Dataset: Reaction yield outcomes from USPTO patents with 853,638 reactions. Task: Predict the reaction yield, written as a fraction of the theoretical maximum amount of product (1.0 means a 100% yield; for example, 0.34 means a 34% yield). (1) The reactants are O=C1C=CC(=O)N1CCC(NCCOCCOCCOCCOCCOCCOCCOCCOCCC(NCCCOC1C=CC([NH:52][C:53](=[O:76])[C@@H:54]([NH:59][C:60](=[O:75])[CH2:61][NH:62][C:63](=[O:74])[C:64]2[CH:69]=[CH:68][CH:67]=[C:66]([NH:70][C:71]([NH2:73])=[NH:72])[CH:65]=2)[CH2:55][C:56]([OH:58])=[O:57])=CC=1)=O)=O.FC(F)(F)C(O)=O.NCCOC1C=CC(NC(=O)[C@@H](NC(=O)CNC(=O)C2C=CC=C(NC(N)=N)C=2)CC(O)=O)=CC=1.O=C1CCC(=O)N1OC(=O)C(OCCOCCOCCOCCOCCOCCOCCOCCNC(=O)CCN1C(=O)C=CC1=O)C. No catalyst specified. The product is [NH:70]([C:66]1[CH:65]=[C:64]([CH:69]=[CH:68][CH:67]=1)[C:63]([NH:62][CH2:61][C:60]([NH:59][CH:54]([C:53]([NH2:52])=[O:76])[CH2:55][C:56]([OH:58])=[O:57])=[O:75])=[O:74])[C:71]([NH2:73])=[NH:72]. The yield is 0.730. (2) The reactants are [NH2:1][C:2]1[N:7]=[CH:6][C:5]([N:8]2[CH2:13][CH2:12][N:11]([C:14]([O:16][C:17]([CH3:20])([CH3:19])[CH3:18])=[O:15])[CH2:10][C@H:9]2[CH3:21])=[CH:4][CH:3]=1.Br[C:23]1[C:24](=[O:31])[N:25]([CH3:30])[CH:26]=[C:27]([Br:29])[CH:28]=1.C(=O)([O-])[O-].[Cs+].[Cs+].CC1(C)C2C(=C(P(C3C=CC=CC=3)C3C=CC=CC=3)C=CC=2)OC2C(P(C3C=CC=CC=3)C3C=CC=CC=3)=CC=CC1=2. The catalyst is C1C=CC(/C=C/C(/C=C/C2C=CC=CC=2)=O)=CC=1.C1C=CC(/C=C/C(/C=C/C2C=CC=CC=2)=O)=CC=1.C1C=CC(/C=C/C(/C=C/C2C=CC=CC=2)=O)=CC=1.[Pd].[Pd].O1CCOCC1. The product is [Br:29][C:27]1[CH:28]=[C:23]([NH:1][C:2]2[N:7]=[CH:6][C:5]([N:8]3[CH2:13][CH2:12][N:11]([C:14]([O:16][C:17]([CH3:20])([CH3:19])[CH3:18])=[O:15])[CH2:10][C@H:9]3[CH3:21])=[CH:4][CH:3]=2)[C:24](=[O:31])[N:25]([CH3:30])[CH:26]=1. The yield is 0.630. (3) The catalyst is CN(C=O)C.O. The product is [OH:23][C@H:20]1[CH2:21][CH2:22][C@H:17]([NH:16][C:11]([NH:10][C:7]2[CH:6]=[CH:5][C:4]([O:3][C:2]([F:13])([F:14])[F:1])=[CH:9][CH:8]=2)=[O:12])[CH2:18][CH2:19]1. The reactants are [F:1][C:2]([F:14])([F:13])[O:3][C:4]1[CH:9]=[CH:8][C:7]([N:10]=[C:11]=[O:12])=[CH:6][CH:5]=1.Cl.[NH2:16][C@H:17]1[CH2:22][CH2:21][C@H:20]([OH:23])[CH2:19][CH2:18]1.CCN(CC)CC.Cl. The yield is 0.700. (4) The reactants are Cl[C:2]1[CH:3]=[CH:4][C:5]2[N:6]([C:8]([C:18]3[CH:23]=[CH:22][N:21]=[C:20]([NH:24][CH:25]4[CH2:30][CH2:29][CH2:28][CH2:27][CH2:26]4)[CH:19]=3)=[C:9]([C:11]3[CH:16]=[CH:15][CH:14]=[C:13]([CH3:17])[CH:12]=3)[N:10]=2)[N:7]=1.[CH3:31][S-:32].[Na+].C(O)C. The catalyst is C(O)C. The product is [CH:25]1([NH:24][C:20]2[CH:19]=[C:18]([C:8]3[N:6]4[N:7]=[C:2]([S:32][CH3:31])[CH:3]=[CH:4][C:5]4=[N:10][C:9]=3[C:11]3[CH:16]=[CH:15][CH:14]=[C:13]([CH3:17])[CH:12]=3)[CH:23]=[CH:22][N:21]=2)[CH2:30][CH2:29][CH2:28][CH2:27][CH2:26]1. The yield is 0.860. (5) The reactants are C([Li])CCC.C(NC(C)C)(C)C.[F:13][C:14]1[CH:19]=[CH:18][C:17]([CH3:20])=[CH:16][N:15]=1.C([O:24][B:25](OCCC)[O:26]CCC)CC. The yield is 0.940. The catalyst is C1COCC1. The product is [F:13][C:14]1[C:19]([B:25]([OH:26])[OH:24])=[CH:18][C:17]([CH3:20])=[CH:16][N:15]=1. (6) The reactants are [CH:1]1([Mg]Br)[CH2:3][CH2:2]1.[F:6][C:7]1[CH:14]=[C:13]([N:15]2[CH2:19][CH2:18][N:17]([C:20]3[CH:21]=[N:22][CH:23]=[CH:24][C:25]=3[CH3:26])[C:16]2=[O:27])[CH:12]=[CH:11][C:8]=1[CH:9]=[O:10].CO. The catalyst is C1COCC1.C(Cl)(Cl)Cl. The product is [CH:1]1([CH:9]([OH:10])[C:8]2[CH:11]=[CH:12][C:13]([N:15]3[CH2:19][CH2:18][N:17]([C:20]4[CH:21]=[N:22][CH:23]=[CH:24][C:25]=4[CH3:26])[C:16]3=[O:27])=[CH:14][C:7]=2[F:6])[CH2:3][CH2:2]1. The yield is 0.994. (7) The catalyst is CN(C)C=O. The product is [Br:8][C:9]1[CH:14]=[CH:13][C:12]([C:15]2([OH:24])[CH2:16][CH2:17][CH:18]([C:21]([NH:27][C@H:28]3[CH2:33][CH2:32][C@@H:31]([OH:34])[CH2:30][CH2:29]3)=[O:23])[CH2:19][CH2:20]2)=[C:11]([CH3:25])[CH:10]=1. The yield is 0.840. The reactants are CN1CCOCC1.[Br:8][C:9]1[CH:14]=[CH:13][C:12]([C:15]2([OH:24])[CH2:20][CH2:19][CH:18]([C:21]([OH:23])=O)[CH2:17][CH2:16]2)=[C:11]([CH3:25])[CH:10]=1.Cl.[NH2:27][C@@H:28]1[CH2:33][CH2:32][C@H:31]([OH:34])[CH2:30][CH2:29]1.F[P-](F)(F)(F)(F)F.N1(O[P+](N(C)C)(N(C)C)N(C)C)C2C=CC=CC=2N=N1. (8) The reactants are [F-].C([N+](CCCC)(CCCC)CCCC)CCC.O1CCCC1.Br[C:25]1[CH:26]=[N:27][CH:28]=[C:29]([Br:31])[CH:30]=1.C[Si]([C:36]#[C:37][C:38]1[CH:39]=[C:40]([CH:43]=[CH:44][CH:45]=1)[C:41]#[N:42])(C)C. The catalyst is C1(C=CC=CC=1)[P](C1C=CC=CC=1)(C1C=CC=CC=1)[Pd][P](C1C=CC=CC=1)(C1C=CC=CC=1)C1C=CC=CC=1.[Cu]I. The product is [Br:31][C:29]1[CH:30]=[C:25]([C:36]#[C:37][C:38]2[CH:39]=[C:40]([CH:43]=[CH:44][CH:45]=2)[C:41]#[N:42])[CH:26]=[N:27][CH:28]=1. The yield is 0.390. (9) The reactants are [CH3:1][O:2][C:3]1[CH:10]=[CH:9][C:6]([CH2:7][NH2:8])=[CH:5][CH:4]=1.[CH3:11][C:12]([CH3:14])=O.C(O[BH-](OC(=O)C)OC(=O)C)(=O)C.[Na+]. The catalyst is ClC(Cl)C. The product is [CH:12]([NH:8][CH2:7][C:6]1[CH:9]=[CH:10][C:3]([O:2][CH3:1])=[CH:4][CH:5]=1)([CH3:14])[CH3:11]. The yield is 0.850. (10) The reactants are [C:1]1([C:7](=[C:9]2[C:17]3[C:12](=[CH:13][CH:14]=[CH:15][CH:16]=3)[NH:11][C:10]2=[O:18])[CH3:8])[CH:6]=[CH:5][CH:4]=[CH:3][CH:2]=1.C([O-])([O-])=O.[K+].[K+].CNCCNC.I[C:32]1[CH:33]=[C:34]([CH:40]=[CH:41][CH:42]=1)[C:35]([O:37][CH2:38][CH3:39])=[O:36]. The catalyst is [Cu]I.C(#N)C. The product is [CH2:38]([O:37][C:35](=[O:36])[C:34]1[CH:40]=[CH:41][CH:42]=[C:32]([N:11]2[C:12]3[C:17](=[CH:16][CH:15]=[CH:14][CH:13]=3)[C:9](=[C:7]([C:1]3[CH:2]=[CH:3][CH:4]=[CH:5][CH:6]=3)[CH3:8])[C:10]2=[O:18])[CH:33]=1)[CH3:39]. The yield is 0.900.